Predict the reactants needed to synthesize the given product. From a dataset of Full USPTO retrosynthesis dataset with 1.9M reactions from patents (1976-2016). (1) The reactants are: [CH3:1][C:2]1[CH:3]=[C:4]([CH2:11][C@@H:12]([O:16][C:17]([N:19]2[CH2:24][CH2:23][CH:22]([C:25]3[C:26](=[O:35])[NH:27][C:28]4[C:33]([CH:34]=3)=[CH:32][CH:31]=[CH:30][CH:29]=4)[CH2:21][CH2:20]2)=[O:18])[C:13](O)=[O:14])[CH:5]=[C:6]2[C:10]=1[NH:9][N:8]=[CH:7]2.C(N(C(C)C)CC)(C)C.[F:45][C:46]1[CH:51]=[CH:50][C:49]([N:52]2[CH2:57][CH2:56][NH:55][CH2:54][CH2:53]2)=[CH:48][CH:47]=1.C1CN([P+](ON2N=NC3C=CC=CC2=3)(N2CCCC2)N2CCCC2)CC1.F[P-](F)(F)(F)(F)F. Given the product [O:35]=[C:26]1[C:25]([CH:22]2[CH2:23][CH2:24][N:19]([C:17]([O:16][C@H:12]([CH2:11][C:4]3[CH:5]=[C:6]4[C:10](=[C:2]([CH3:1])[CH:3]=3)[NH:9][N:8]=[CH:7]4)[C:13]([N:55]3[CH2:54][CH2:53][N:52]([C:49]4[CH:48]=[CH:47][C:46]([F:45])=[CH:51][CH:50]=4)[CH2:57][CH2:56]3)=[O:14])=[O:18])[CH2:20][CH2:21]2)=[CH:34][C:33]2[C:28](=[CH:29][CH:30]=[CH:31][CH:32]=2)[NH:27]1, predict the reactants needed to synthesize it. (2) Given the product [P:1]([O:15][CH3:16])([O:17][CH3:18])([O:3][C:4]1[CH:9]=[C:8]([CH:10]([CH3:12])[CH3:11])[CH:7]=[CH:6][CH:5]=1)=[O:2], predict the reactants needed to synthesize it. The reactants are: [P:1]([O:17][CH3:18])([O:15][CH3:16])([O:3][C:4]1[CH:9]=[C:8]([CH:10]([CH3:12])[CH3:11])[CH:7]=[C:6](C=O)[CH:5]=1)=[O:2].NC[C@@H](O)[C@@H](NC(=O)C1C=CC=C(C(N(C)CC2SC=C(C)N=2)=O)C=1)CC1C=CC=CC=1.CC(O)=O.[BH-](OC(C)=O)(OC(C)=O)OC(C)=O.[Na+].